Dataset: Reaction yield outcomes from USPTO patents with 853,638 reactions. Task: Predict the reaction yield, written as a fraction of the theoretical maximum amount of product (1.0 means a 100% yield; for example, 0.34 means a 34% yield). (1) The reactants are Br[CH2:2][CH2:3][CH2:4][C:5]1[CH:10]=[CH:9][C:8]([NH:11][C:12]#[N:13])=[CH:7][CH:6]=1.[CH3:14][N:15]1[C:19]([C:20]#[N:21])=CC=C1B(O)O.C(=O)([O-])[O-].[K+].[K+].[C:31](P(C(C)(C)C)C(C)(C)C)(C)([CH3:33])[CH3:32].[Br-]. The catalyst is C1COCC1. The product is [C:20]([C:19]1[N:15]([CH3:14])[C:4]([C:5]2[CH:10]=[CH:9][C:8]([NH:11][C:12]#[N:13])=[C:7]([CH2:32][CH2:31][CH3:33])[CH:6]=2)=[CH:3][CH:2]=1)#[N:21]. The yield is 0.180. (2) The reactants are C(N(CC)CC)C.[NH2:8][CH2:9][C:10]1[C:18]2[S:17](=[O:20])(=[O:19])[N:16]=[C:15]([C:21]3[C:22](=[O:37])[N:23]([NH:32][CH2:33][CH:34]4[CH2:36][CH2:35]4)[C:24]4[C:29]([C:30]=3[OH:31])=[CH:28][CH:27]=[CH:26][CH:25]=4)[NH:14][C:13]=2[S:12][CH:11]=1.[CH3:38][S:39](Cl)(=[O:41])=[O:40]. The catalyst is CN(C)C=O. The product is [CH:34]1([CH2:33][NH:32][N:23]2[C:24]3[C:29](=[CH:28][CH:27]=[CH:26][CH:25]=3)[C:30]([OH:31])=[C:21]([C:15]3[NH:14][C:13]4[S:12][CH:11]=[C:10]([CH2:9][NH:8][S:39]([CH3:38])(=[O:41])=[O:40])[C:18]=4[S:17](=[O:19])(=[O:20])[N:16]=3)[C:22]2=[O:37])[CH2:35][CH2:36]1. The yield is 0.490. (3) The reactants are [CH3:1][O:2][C:3]([C:5]1[S:6][C:7]([C:11]2[CH:16]=[CH:15][CH:14]=[CH:13][CH:12]=2)=[CH:8][C:9]=1Br)=[O:4].[CH:17]1([NH2:20])[CH2:19][CH2:18]1.C(=O)([O-])[O-].[Cs+].[Cs+].C1C=CC(P(C2C(C3C(P(C4C=CC=CC=4)C4C=CC=CC=4)=CC=C4C=3C=CC=C4)=C3C(C=CC=C3)=CC=2)C2C=CC=CC=2)=CC=1. The catalyst is C1(C)C=CC=CC=1. The product is [CH3:1][O:2][C:3]([C:5]1[S:6][C:7]([C:11]2[CH:16]=[CH:15][CH:14]=[CH:13][CH:12]=2)=[CH:8][C:9]=1[NH:20][CH:17]1[CH2:19][CH2:18]1)=[O:4]. The yield is 0.220.